From a dataset of Forward reaction prediction with 1.9M reactions from USPTO patents (1976-2016). Predict the product of the given reaction. Given the reactants [NH2:1][CH2:2][C:3]([N:5]1[CH2:14][CH2:13][C:12]2[C:7](=[C:8]([N:17]3[CH2:22][CH2:21][N:20]([CH3:23])[CH2:19][CH2:18]3)[CH:9]=[CH:10][C:11]=2[O:15][CH3:16])[CH2:6]1)=[O:4].Cl.[N:25]1[C:34]2[CH:33]=[CH:32][CH:31]=[C:30]([C:35](Cl)=[O:36])[C:29]=2[CH:28]=[CH:27][CH:26]=1, predict the reaction product. The product is: [CH3:16][O:15][C:11]1[CH:10]=[CH:9][C:8]([N:17]2[CH2:18][CH2:19][N:20]([CH3:23])[CH2:21][CH2:22]2)=[C:7]2[C:12]=1[CH2:13][CH2:14][N:5]([C:3](=[O:4])[CH2:2][NH:1][C:35]([C:30]1[C:29]3[CH:28]=[CH:27][CH:26]=[N:25][C:34]=3[CH:33]=[CH:32][CH:31]=1)=[O:36])[CH2:6]2.